Task: Regression. Given a peptide amino acid sequence and an MHC pseudo amino acid sequence, predict their binding affinity value. This is MHC class II binding data.. Dataset: Peptide-MHC class II binding affinity with 134,281 pairs from IEDB (1) The peptide sequence is ARDRSIALTFLAVGG. The MHC is DRB5_0101 with pseudo-sequence DRB5_0101. The binding affinity (normalized) is 0.360. (2) The peptide sequence is YDKFLANPSTVLTGK. The MHC is DRB1_1101 with pseudo-sequence DRB1_1101. The binding affinity (normalized) is 0.446. (3) The peptide sequence is AAYKLAYKTAEGATP. The MHC is HLA-DQA10501-DQB10301 with pseudo-sequence HLA-DQA10501-DQB10301. The binding affinity (normalized) is 0.596. (4) The peptide sequence is GELSIVDKIDAAFKI. The MHC is DRB1_1101 with pseudo-sequence DRB1_1101. The binding affinity (normalized) is 0.594. (5) The peptide sequence is QEVEFIGYGKATLECKK. The MHC is HLA-DQA10501-DQB10402 with pseudo-sequence HLA-DQA10501-DQB10402. The binding affinity (normalized) is 0.439. (6) The peptide sequence is EKKYEAATQFEPLAA. The MHC is HLA-DQA10101-DQB10501 with pseudo-sequence HLA-DQA10101-DQB10501. The binding affinity (normalized) is 0.351. (7) The peptide sequence is AFKVAANAANAAPAN. The binding affinity (normalized) is 0.806. The MHC is HLA-DPA10201-DPB11401 with pseudo-sequence HLA-DPA10201-DPB11401. (8) The peptide sequence is GELQIVDKIDAAFNI. The MHC is DRB1_1501 with pseudo-sequence DRB1_1501. The binding affinity (normalized) is 0.411.